This data is from Forward reaction prediction with 1.9M reactions from USPTO patents (1976-2016). The task is: Predict the product of the given reaction. Given the reactants Cl[C:2]1[S:3][C:4]([C:7](=[O:9])[CH3:8])=[CH:5][N:6]=1.[F:10][C:11]([F:20])([F:19])[C:12]1[CH:18]=[CH:17][C:15]([NH2:16])=[CH:14][CH:13]=1.C(O)CCC.Cl, predict the reaction product. The product is: [F:10][C:11]([F:19])([F:20])[C:12]1[CH:13]=[CH:14][C:15]([NH:16][C:2]2[S:3][C:4]([C:7](=[O:9])[CH3:8])=[CH:5][N:6]=2)=[CH:17][CH:18]=1.